From a dataset of Forward reaction prediction with 1.9M reactions from USPTO patents (1976-2016). Predict the product of the given reaction. Given the reactants [F:1][C:2]([F:12])([F:11])[CH2:3][O:4][C:5]1[CH:10]=[CH:9][N:8]=[CH:7][CH:6]=1.[CH3:13][C:14]([OH:16])=[O:15], predict the reaction product. The product is: [C:14]([OH:16])(=[O:15])[CH3:13].[F:12][C:2]([F:1])([F:11])[CH2:3][O:4][CH:5]1[CH2:10][CH2:9][NH:8][CH2:7][CH2:6]1.